Dataset: Forward reaction prediction with 1.9M reactions from USPTO patents (1976-2016). Task: Predict the product of the given reaction. (1) Given the reactants [C:1]([O:4][CH2:5][CH2:6][CH2:7][CH2:8][CH2:9][CH2:10][O:11][CH2:12][CH2:13][CH2:14][CH2:15][C:16]1[CH:21]=[CH:20][CH:19]=[C:18]([NH2:22])[CH:17]=1)(=[O:3])[CH3:2].[N:23]([CH2:26][C:27]([O:29][CH2:30][CH3:31])=[O:28])=[C:24]=[O:25].CO, predict the reaction product. The product is: [C:1]([O:4][CH2:5][CH2:6][CH2:7][CH2:8][CH2:9][CH2:10][O:11][CH2:12][CH2:13][CH2:14][CH2:15][C:16]1[CH:17]=[C:18]([NH:22][C:24]([NH:23][CH2:26][C:27]([O:29][CH2:30][CH3:31])=[O:28])=[O:25])[CH:19]=[CH:20][CH:21]=1)(=[O:3])[CH3:2]. (2) Given the reactants [CH3:1][O:2][C:3]1[CH:4]=[C:5]2[C:10](=[CH:11][C:12]=1[O:13][CH3:14])[N:9]=[CH:8][CH:7]=[C:6]2[O:15][C:16]1[CH:26]=[CH:25][C:24]([O:27][CH3:28])=[CH:23][C:17]=1[C:18]([O:20]CC)=[O:19].[OH-].[Li+].C(O)C, predict the reaction product. The product is: [CH3:1][O:2][C:3]1[CH:4]=[C:5]2[C:10](=[CH:11][C:12]=1[O:13][CH3:14])[N:9]=[CH:8][CH:7]=[C:6]2[O:15][C:16]1[CH:26]=[CH:25][C:24]([O:27][CH3:28])=[CH:23][C:17]=1[C:18]([OH:20])=[O:19]. (3) Given the reactants [CH3:1][O:2][C:3]1[CH:8]=[CH:7][C:6]([S:9](Cl)(=[O:11])=[O:10])=[CH:5][CH:4]=1.[CH3:13][NH2:14], predict the reaction product. The product is: [CH3:1][O:2][C:3]1[CH:8]=[CH:7][C:6]([S:9]([NH:14][CH3:13])(=[O:11])=[O:10])=[CH:5][CH:4]=1. (4) Given the reactants [Ni+2:1].C([C:6]1[CH:7]=[C:8]([O-:17])[C:9]([O-:16])=[C:10]2[C:15]=1[CH:14]=[CH:13][CH:12]=[CH:11]2)CCC.[Ni], predict the reaction product. The product is: [Ni+2:1].[C:9]1([O-:16])[C:8]([O-:17])=[CH:7][CH:6]=[C:15]2[C:10]=1[CH:11]=[CH:12][CH:13]=[CH:14]2. (5) The product is: [CH3:34][O:35][CH2:36][C:37]([N:2]1[CH2:3][CH2:4][CH:5]([NH:8][C:9]([C:11]2[C:15]3[N:16]=[CH:17][N:18]=[C:19]([C:20]4[CH:25]=[C:24]([F:26])[C:23]([O:27][CH3:28])=[CH:22][C:21]=4[O:29][CH2:30][CH:31]4[CH2:33][CH2:32]4)[C:14]=3[NH:13][CH:12]=2)=[O:10])[CH2:6][CH2:7]1)=[O:38]. Given the reactants Cl.[NH:2]1[CH2:7][CH2:6][CH:5]([NH:8][C:9]([C:11]2[C:15]3[N:16]=[CH:17][N:18]=[C:19]([C:20]4[CH:25]=[C:24]([F:26])[C:23]([O:27][CH3:28])=[CH:22][C:21]=4[O:29][CH2:30][CH:31]4[CH2:33][CH2:32]4)[C:14]=3[NH:13][CH:12]=2)=[O:10])[CH2:4][CH2:3]1.[CH3:34][O:35][CH2:36][C:37](Cl)=[O:38], predict the reaction product. (6) Given the reactants [Cl:1][C:2]1[CH:3]=[CH:4][C:5]([NH2:8])=[N:6][CH:7]=1.ClC1C=C(Cl)C=C(Cl)C=1[C:18](C1C(Cl)=CC(Cl)=CC=1Cl)([C:22]([O-])=[O:23])[C:19]([O-])=[O:20], predict the reaction product. The product is: [Cl:1][C:2]1[CH:3]=[CH:4][C:5]2[N:6]([CH:7]=1)[C:19](=[O:20])[CH:18]=[C:22]([OH:23])[N:8]=2. (7) Given the reactants Br[C:2]1[C:7]2[S:8][C:9]([C:11]3[C:16]([Cl:17])=[CH:15][CH:14]=[CH:13][C:12]=3[Cl:18])=[N:10][C:6]=2[C:5]([F:19])=[CH:4][N:3]=1.[CH3:20][C:21]1[N:26]=[CH:25][N:24]=[C:23]([NH2:27])[CH:22]=1.CC1(C)C2C(=C(P(C3C=CC=CC=3)C3C=CC=CC=3)C=CC=2)OC2C(P(C3C=CC=CC=3)C3C=CC=CC=3)=CC=CC1=2.C([O-])([O-])=O.[Cs+].[Cs+], predict the reaction product. The product is: [Cl:18][C:12]1[CH:13]=[CH:14][CH:15]=[C:16]([Cl:17])[C:11]=1[C:9]1[S:8][C:7]2[C:2]([NH:27][C:23]3[CH:22]=[C:21]([CH3:20])[N:26]=[CH:25][N:24]=3)=[N:3][CH:4]=[C:5]([F:19])[C:6]=2[N:10]=1. (8) Given the reactants [CH3:1][S:2]([C:5]1[N:10]=[CH:9][C:8]([O:11][C:12]2[CH:13]=[C:14]3[C:18](=[C:19]([O:21][CH:22]4[CH2:27][CH2:26][O:25][CH2:24][CH2:23]4)[CH:20]=2)[NH:17][C:16]([C:28]2[S:29][CH:30]([CH2:33][C:34](O)=[O:35])[CH2:31][N:32]=2)=[CH:15]3)=[CH:7][CH:6]=1)(=[O:4])=[O:3].O.O[N:39]1[C:43]2C=CC=CC=2N=N1.Cl.C(N=C=NCCCN(C)C)C.Cl.CN, predict the reaction product. The product is: [CH3:43][NH:39][C:34](=[O:35])[CH2:33][CH:30]1[S:29][C:28]([C:16]2[NH:17][C:18]3[C:14]([CH:15]=2)=[CH:13][C:12]([O:11][C:8]2[CH:9]=[N:10][C:5]([S:2]([CH3:1])(=[O:3])=[O:4])=[CH:6][CH:7]=2)=[CH:20][C:19]=3[O:21][CH:22]2[CH2:27][CH2:26][O:25][CH2:24][CH2:23]2)=[N:32][CH2:31]1. (9) Given the reactants Cl[C:2]1[N:3]=[CH:4][C:5]2[N:14]([CH3:15])[C:13](=[O:16])[CH2:12][C@@H:11]3[N:7]([CH2:8][CH2:9][CH2:10]3)[C:6]=2[N:17]=1.[NH2:18][C:19]1[CH:27]=[CH:26][C:22]([C:23]([OH:25])=[O:24])=[CH:21][C:20]=1[O:28][CH3:29], predict the reaction product. The product is: [CH3:29][O:28][C:20]1[CH:21]=[C:22]([CH:26]=[CH:27][C:19]=1[NH:18][C:2]1[N:3]=[CH:4][C:5]2[N:14]([CH3:15])[C:13](=[O:16])[CH2:12][C@@H:11]3[N:7]([CH2:8][CH2:9][CH2:10]3)[C:6]=2[N:17]=1)[C:23]([OH:25])=[O:24]. (10) Given the reactants [Cl:1][C:2]1[C:3](F)=[CH:4][C:5]([F:10])=[C:6]([CH:9]=1)[C:7]#[N:8].[Cl:12][C:13]1[CH:14]=[C:15]([OH:23])[CH:16]=[N:17][C:18]=1[O:19][CH:20]([CH3:22])[CH3:21].C(=O)([O-])[O-].[K+].[K+], predict the reaction product. The product is: [Cl:1][C:2]1[C:3]([O:23][C:15]2[CH:16]=[N:17][C:18]([O:19][CH:20]([CH3:22])[CH3:21])=[C:13]([Cl:12])[CH:14]=2)=[CH:4][C:5]([F:10])=[C:6]([CH:9]=1)[C:7]#[N:8].